This data is from Reaction yield outcomes from USPTO patents with 853,638 reactions. The task is: Predict the reaction yield, written as a fraction of the theoretical maximum amount of product (1.0 means a 100% yield; for example, 0.34 means a 34% yield). (1) The reactants are [Cl:1][C:2]1[CH:3]=[C:4]([CH2:16][C:17]([CH3:19])=[CH2:18])[C:5]([OH:15])=[C:6]([CH:14]=1)[C:7]([O:9]CC(C)=C)=[O:8]. The catalyst is C(O)=O.O. The product is [Cl:1][C:2]1[CH:14]=[C:6]([C:7]([OH:9])=[O:8])[C:5]2[O:15][C:17]([CH3:19])([CH3:18])[CH2:16][C:4]=2[CH:3]=1. The yield is 0.590. (2) The reactants are [N:1]1[C:10]2[C:5](=[CH:6][CH:7]=[CH:8][CH:9]=2)[CH:4]=[C:3]([C:11]2[CH:12]=[CH:13][C:14]3[N:15]([C:17]([CH:20]=O)=[CH:18][N:19]=3)[CH:16]=2)[CH:2]=1.[CH3:22][NH:23][NH2:24].[CH3:25][C:26]1[CH:31]=[CH:30][C:29]([N+:32]([O-:34])=[O:33])=[CH:28][C:27]=1[S:35](Cl)(=[O:37])=[O:36]. No catalyst specified. The product is [CH3:22][N:23]([S:35]([C:27]1[CH:28]=[C:29]([N+:32]([O-:34])=[O:33])[CH:30]=[CH:31][C:26]=1[CH3:25])(=[O:36])=[O:37])[N:24]=[CH:20][C:17]1[N:15]2[CH:16]=[C:11]([C:3]3[CH:2]=[N:1][C:10]4[C:5]([CH:4]=3)=[CH:6][CH:7]=[CH:8][CH:9]=4)[CH:12]=[CH:13][C:14]2=[N:19][CH:18]=1. The yield is 0.600. (3) The catalyst is C(OCC)(=O)C. The product is [CH3:13][C:14]1([CH3:50])[CH:23]=[CH:22][C:21]2[C:16](=[CH:17][CH:18]=[C:19]([N:24]3[C:29](=[O:30])[C:28]([CH2:31][C:32]4[CH:37]=[CH:36][C:35]([C:38]5[CH:43]=[CH:42][CH:41]=[CH:40][C:39]=5[C:44]5[NH:3][C:4](=[O:7])[O:5][N:45]=5)=[CH:34][CH:33]=4)=[C:27]([CH2:46][CH2:47][CH3:48])[N:26]=[C:25]3[CH3:49])[CH:20]=2)[O:15]1. The reactants are [Cl-].O[NH3+:3].[C:4](=[O:7])([O-])[OH:5].[Na+].CS(C)=O.[CH3:13][C:14]1([CH3:50])[CH:23]=[CH:22][C:21]2[C:16](=[CH:17][CH:18]=[C:19]([N:24]3[C:29](=[O:30])[C:28]([CH2:31][C:32]4[CH:37]=[CH:36][C:35]([C:38]5[C:39]([C:44]#[N:45])=[CH:40][CH:41]=[CH:42][CH:43]=5)=[CH:34][CH:33]=4)=[C:27]([CH2:46][CH2:47][CH3:48])[N:26]=[C:25]3[CH3:49])[CH:20]=2)[O:15]1. The yield is 0.740.